Dataset: Full USPTO retrosynthesis dataset with 1.9M reactions from patents (1976-2016). Task: Predict the reactants needed to synthesize the given product. (1) The reactants are: [CH2:1]([CH:3]([CH2:23][CH3:24])[C:4]([NH:6][CH:7]([C:10]1[C:11](=[O:22])[NH:12][C:13]([C:16]2[CH:21]=[CH:20][CH:19]=[CH:18][CH:17]=2)=[N:14][N:15]=1)[CH2:8][CH3:9])=O)[CH3:2].P(Cl)(Cl)(Cl)=O. Given the product [CH2:8]([C:7]1[N:6]=[C:4]([CH:3]([CH2:23][CH3:24])[CH2:1][CH3:2])[N:15]2[C:10]=1[C:11](=[O:22])[NH:12][C:13]([C:16]1[CH:21]=[CH:20][CH:19]=[CH:18][CH:17]=1)=[N:14]2)[CH3:9], predict the reactants needed to synthesize it. (2) The reactants are: [CH2:1]([O:3][C:4]([C:6]1([CH2:23][CH:24]=[CH2:25])[CH2:11][CH2:10][CH:9]([N:12]2[C:20](=[O:21])[C:19]3[C:14](=[CH:15][CH:16]=[CH:17][CH:18]=3)[C:13]2=[O:22])[CH2:8][CH2:7]1)=[O:5])[CH3:2]. Given the product [CH2:1]([O:3][C:4]([C:6]1(/[CH:23]=[CH:24]/[CH3:25])[CH2:7][CH2:8][CH:9]([N:12]2[C:13](=[O:22])[C:14]3[C:19](=[CH:18][CH:17]=[CH:16][CH:15]=3)[C:20]2=[O:21])[CH2:10][CH2:11]1)=[O:5])[CH3:2], predict the reactants needed to synthesize it.